Regression. Given two drug SMILES strings and cell line genomic features, predict the synergy score measuring deviation from expected non-interaction effect. From a dataset of NCI-60 drug combinations with 297,098 pairs across 59 cell lines. (1) Drug 1: C1=C(C(=O)NC(=O)N1)N(CCCl)CCCl. Drug 2: C1=CC(=CC=C1CC(C(=O)O)N)N(CCCl)CCCl.Cl. Cell line: NCI-H460. Synergy scores: CSS=53.3, Synergy_ZIP=4.33, Synergy_Bliss=5.80, Synergy_Loewe=-1.89, Synergy_HSA=7.25. (2) Drug 1: CC(C)(C#N)C1=CC(=CC(=C1)CN2C=NC=N2)C(C)(C)C#N. Drug 2: C(CN)CNCCSP(=O)(O)O. Cell line: K-562. Synergy scores: CSS=-11.3, Synergy_ZIP=9.83, Synergy_Bliss=9.08, Synergy_Loewe=-4.87, Synergy_HSA=-3.34. (3) Drug 1: CC(C1=C(C=CC(=C1Cl)F)Cl)OC2=C(N=CC(=C2)C3=CN(N=C3)C4CCNCC4)N. Drug 2: C1CCC(CC1)NC(=O)N(CCCl)N=O. Cell line: NCI-H226. Synergy scores: CSS=16.1, Synergy_ZIP=-1.57, Synergy_Bliss=0.815, Synergy_Loewe=-2.81, Synergy_HSA=0.531. (4) Drug 1: CC12CCC(CC1=CCC3C2CCC4(C3CC=C4C5=CN=CC=C5)C)O. Drug 2: C1CN(P(=O)(OC1)NCCCl)CCCl. Cell line: UO-31. Synergy scores: CSS=33.7, Synergy_ZIP=10.7, Synergy_Bliss=8.95, Synergy_Loewe=-3.50, Synergy_HSA=9.92. (5) Drug 1: CC1=C(C(CCC1)(C)C)C=CC(=CC=CC(=CC(=O)O)C)C. Drug 2: B(C(CC(C)C)NC(=O)C(CC1=CC=CC=C1)NC(=O)C2=NC=CN=C2)(O)O. Cell line: RXF 393. Synergy scores: CSS=21.3, Synergy_ZIP=1.03, Synergy_Bliss=-2.30, Synergy_Loewe=-56.8, Synergy_HSA=-4.81.